From a dataset of Forward reaction prediction with 1.9M reactions from USPTO patents (1976-2016). Predict the product of the given reaction. (1) The product is: [CH3:1][C:2]1[CH:7]=[CH:6][CH:5]=[CH:4][C:3]=1[C:8]1[CH:9]=[N:10][C:11]2[C:16]([C:17]=1[C:18]1[CH:19]=[C:20]([NH:24][C:36]([NH:35][C:29]3[CH:34]=[CH:33][CH:32]=[CH:31][CH:30]=3)=[O:37])[CH:21]=[CH:22][CH:23]=1)=[CH:15][CH:14]=[CH:13][C:12]=2[C:25]([F:26])([F:28])[F:27]. Given the reactants [CH3:1][C:2]1[CH:7]=[CH:6][CH:5]=[CH:4][C:3]=1[C:8]1[CH:9]=[N:10][C:11]2[C:16]([C:17]=1[C:18]1[CH:19]=[C:20]([NH2:24])[CH:21]=[CH:22][CH:23]=1)=[CH:15][CH:14]=[CH:13][C:12]=2[C:25]([F:28])([F:27])[F:26].[C:29]1([N:35]=[C:36]=[O:37])[CH:34]=[CH:33][CH:32]=[CH:31][CH:30]=1, predict the reaction product. (2) Given the reactants [NH2:1][CH:2]([CH3:22])[C:3]([NH:5][CH2:6][C:7]1[CH:8]=[CH:9][C:10]2[N:11]([CH2:20][CH3:21])[C:12]3[C:17]([C:18]=2[CH:19]=1)=[CH:16][CH:15]=[CH:14][CH:13]=3)=[O:4].[C:23]([C:25]1[CH:30]=[CH:29][C:28]([CH2:31][C:32](O)=[O:33])=[CH:27][CH:26]=1)#[N:24].CN(C(ON1N=NC2C=CC=NC1=2)=[N+](C)C)C.F[P-](F)(F)(F)(F)F.Cl, predict the reaction product. The product is: [C:23]([C:25]1[CH:30]=[CH:29][C:28]([CH2:31][C:32]([NH:1][C@H:2]([C:3]([NH:5][CH2:6][C:7]2[CH:8]=[CH:9][C:10]3[N:11]([CH2:20][CH3:21])[C:12]4[C:17]([C:18]=3[CH:19]=2)=[CH:16][CH:15]=[CH:14][CH:13]=4)=[O:4])[CH3:22])=[O:33])=[CH:27][CH:26]=1)#[N:24]. (3) Given the reactants Br[CH2:2][C:3](=O)[CH2:4][C@@H:5]1[CH2:10][CH2:9][CH2:8][CH2:7][N:6]1[C:11]([O:13][C:14]([CH3:17])([CH3:16])[CH3:15])=[O:12].[F:19][C:20]([F:29])([F:28])[C:21]1[CH:26]=[CH:25][N:24]=[C:23]([NH2:27])[CH:22]=1, predict the reaction product. The product is: [F:29][C:20]([F:19])([F:28])[C:21]1[CH:26]=[CH:25][N:24]2[CH:2]=[C:3]([CH2:4][C@@H:5]3[CH2:10][CH2:9][CH2:8][CH2:7][N:6]3[C:11]([O:13][C:14]([CH3:17])([CH3:16])[CH3:15])=[O:12])[N:27]=[C:23]2[CH:22]=1. (4) Given the reactants [NH2:1][CH:2]1[CH2:7][CH2:6][N:5]([CH3:8])[CH2:4][CH2:3]1.CCN([CH:15]([CH3:17])C)C(C)C.CN(C(ON1N=N[C:28]2[CH:29]=[CH:30][CH:31]=[N:32][C:27]1=2)=[N+](C)C)C.F[P-](F)(F)(F)(F)F.CC(N(C)C)=[O:44], predict the reaction product. The product is: [NH2:32][C:27]1[CH:28]=[CH:29][C:30]([C:31]([NH:1][CH:2]2[CH2:7][CH2:6][N:5]([CH3:8])[CH2:4][CH2:3]2)=[O:44])=[CH:17][CH:15]=1.